From a dataset of Forward reaction prediction with 1.9M reactions from USPTO patents (1976-2016). Predict the product of the given reaction. (1) Given the reactants [Na].[CH2:2]([O:4][C:5]([C:7]1[NH:8][N:9]=[CH:10][C:11]=1[C:12]([O:14][CH2:15][CH3:16])=[O:13])=[O:6])[CH3:3].[CH2:17](I)[CH3:18], predict the reaction product. The product is: [CH2:2]([O:4][C:5]([C:7]1[N:8]([CH2:17][CH3:18])[N:9]=[CH:10][C:11]=1[C:12]([O:14][CH2:15][CH3:16])=[O:13])=[O:6])[CH3:3]. (2) Given the reactants [F:1][C:2]1[C:3]([OH:11])=[C:4]([CH2:8][C:9]#[N:10])[CH:5]=[CH:6][CH:7]=1.[C:12](OC(=O)C)(=[O:14])[CH3:13].[BH4-].[Na+], predict the reaction product. The product is: [F:1][C:2]1[C:3]([OH:11])=[C:4]([CH2:8][CH2:9][NH:10][C:12](=[O:14])[CH3:13])[CH:5]=[CH:6][CH:7]=1.